This data is from hERG Central: cardiac toxicity at 1µM, 10µM, and general inhibition. The task is: Predict hERG channel inhibition at various concentrations. (1) The drug is Cn1cnc([N+](=O)[O-])c1Sc1ccc([N+](=O)[O-])cc1. Results: hERG_inhib (hERG inhibition (general)): blocker. (2) The molecule is COc1ccc(/C=C(\NC(=O)/C=C/c2ccco2)C(=O)NCCc2nc3ccccc3[nH]2)cc1. Results: hERG_inhib (hERG inhibition (general)): blocker. (3) The drug is CCOc1ccccc1CN1CCN(Cc2cn(C)nc2-c2ccccc2)CC1CCO. Results: hERG_inhib (hERG inhibition (general)): blocker. (4) The molecule is O=C(NCc1nc2ccccc2[nH]1)C1=C[C@@H](c2ccccc2)C[C@@H](OCc2ccc(CO)cc2)O1. Results: hERG_inhib (hERG inhibition (general)): blocker. (5) The molecule is CCN(CC)CCN(C(=O)c1ccc([N+](=O)[O-])cc1)c1nc2c(OC)cccc2s1.Cl. Results: hERG_inhib (hERG inhibition (general)): blocker. (6) The molecule is c1ccc(-c2ccc(-c3[nH]ncc3CN3CCC(N4CCSCC4)CC3)cc2)cc1. Results: hERG_inhib (hERG inhibition (general)): blocker. (7) The compound is CCOC(=O)C1(CC2CCCCO2)CCN(Cc2cn[nH]c2-c2cccc(F)c2)CC1. Results: hERG_inhib (hERG inhibition (general)): blocker.